This data is from Full USPTO retrosynthesis dataset with 1.9M reactions from patents (1976-2016). The task is: Predict the reactants needed to synthesize the given product. (1) Given the product [C:1]([N:4]1[C:13]2[C:8](=[CH:9][C:10]([C:14]([OH:16])=[O:15])=[CH:11][CH:12]=2)[C@H:7]([NH:19][C:20]2[N:25]=[C:24]([CH3:26])[CH:23]=[CH:22][N:21]=2)[C@@H:6]([CH3:27])[C@@H:5]1[CH:28]1[CH2:29][CH2:30]1)(=[O:3])[CH3:2], predict the reactants needed to synthesize it. The reactants are: [C:1]([N:4]1[C:13]2[C:8](=[CH:9][C:10]([C:14]([O:16]CC)=[O:15])=[CH:11][CH:12]=2)[C@H:7]([NH:19][C:20]2[N:25]=[C:24]([CH3:26])[CH:23]=[CH:22][N:21]=2)[C@@H:6]([CH3:27])[C@@H:5]1[CH:28]1[CH2:30][CH2:29]1)(=[O:3])[CH3:2].[OH-].[Li+].Cl.CO.C(Cl)Cl. (2) Given the product [C:4]([O:3][C:1](=[O:2])[N:8]([CH:9]1[CH2:14][CH2:13][CH:12]([N:15]([C:44]([C:43]2[S:42][C:41]3[C:47]([F:52])=[CH:48][CH:49]=[C:50]([F:51])[C:40]=3[C:39]=2[Cl:38])=[O:45])[CH2:16][C:17]2[CH:18]=[C:19]([C:30]3[CH:35]=[CH:34][CH:33]=[CH:32][C:31]=3[S:36][CH3:37])[CH:20]=[CH:21][C:22]=2[O:23][CH3:24])[CH2:11][CH2:10]1)[CH3:28])([CH3:7])([CH3:6])[CH3:5], predict the reactants needed to synthesize it. The reactants are: [C:1]([N:8]([CH3:28])[CH:9]1[CH2:14][CH2:13][CH:12]([NH:15][CH2:16][C:17]2[CH:18]=[C:19](B(O)O)[CH:20]=[CH:21][C:22]=2[O:23][CH3:24])[CH2:11][CH2:10]1)([O:3][C:4]([CH3:7])([CH3:6])[CH3:5])=[O:2].Br[C:30]1[CH:35]=[CH:34][CH:33]=[CH:32][C:31]=1[S:36][CH3:37].[Cl:38][C:39]1[C:40]2[C:50]([F:51])=[CH:49][CH:48]=[C:47]([F:52])[C:41]=2[S:42][C:43]=1[C:44](Cl)=[O:45]. (3) Given the product [CH2:30]([O:29][C:27](=[O:28])[NH:1][C:2]1[C:7]([NH:8][C:9](=[O:12])[CH2:10][Cl:11])=[CH:6][C:5]([O:13][CH3:14])=[CH:4][N:3]=1)[C:31]1[CH:36]=[CH:35][CH:34]=[CH:33][CH:32]=1, predict the reactants needed to synthesize it. The reactants are: [NH2:1][C:2]1[C:7]([NH:8][C:9](=[O:12])[CH2:10][Cl:11])=[CH:6][C:5]([O:13][CH3:14])=[CH:4][N:3]=1.N1C=CC=CC=1.O1CCCC1.Cl[C:27]([O:29][CH2:30][C:31]1[CH:36]=[CH:35][CH:34]=[CH:33][CH:32]=1)=[O:28].